This data is from Full USPTO retrosynthesis dataset with 1.9M reactions from patents (1976-2016). The task is: Predict the reactants needed to synthesize the given product. (1) Given the product [Cl:18][C:19]1[CH:32]=[CH:31][C:22]2[S:23][C:24]([S:27]([NH:1][C:2]3[CH:11]=[CH:10][C:5]([C:6]([O:8][CH3:9])=[O:7])=[CH:4][C:3]=3[C:12]([O:14][CH3:15])=[O:13])(=[O:28])=[O:29])=[C:25]([CH3:26])[C:21]=2[CH:20]=1, predict the reactants needed to synthesize it. The reactants are: [NH2:1][C:2]1[CH:11]=[CH:10][C:5]([C:6]([O:8][CH3:9])=[O:7])=[CH:4][C:3]=1[C:12]([O:14][CH3:15])=[O:13].[H-].[Na+].[Cl:18][C:19]1[CH:32]=[CH:31][C:22]2[S:23][C:24]([S:27](Cl)(=[O:29])=[O:28])=[C:25]([CH3:26])[C:21]=2[CH:20]=1. (2) Given the product [CH2:1]([O:3][C:4]([C:6]1[CH2:10][CH2:9][CH2:8][C:7]=1[NH:16][CH2:15][CH2:14][N:13]([CH3:17])[CH3:12])=[O:5])[CH3:2], predict the reactants needed to synthesize it. The reactants are: [CH2:1]([O:3][C:4]([CH:6]1[CH2:10][CH2:9][CH2:8][C:7]1=O)=[O:5])[CH3:2].[CH3:12][N:13]([CH3:17])[CH2:14][CH2:15][NH2:16].